Task: Predict the product of the given reaction.. Dataset: Forward reaction prediction with 1.9M reactions from USPTO patents (1976-2016) (1) The product is: [CH:6]1([C:9]2[CH:14]=[CH:13][C:12]([C:15]3[CH:19]=[C:18]([CH2:20][C:21]([OH:29])=[O:22])[O:17][N:16]=3)=[C:11]([C:23]([F:26])([F:25])[F:24])[CH:10]=2)[CH2:8][CH2:7]1. Given the reactants I(O)(=O)(=O)=O.[CH:6]1([C:9]2[CH:14]=[CH:13][C:12]([C:15]3[CH:19]=[C:18]([CH2:20][CH2:21][OH:22])[O:17][N:16]=3)=[C:11]([C:23]([F:26])([F:25])[F:24])[CH:10]=2)[CH2:8][CH2:7]1.[OH-].[Na+].[OH:29]S(O)(=O)=O, predict the reaction product. (2) Given the reactants [Cl:1][C:2]1[CH:3]=[N:4][CH:5]=[C:6]([Cl:20])[C:7]=1[S:8][C:9]1[S:13][C:12]([C:14]([OH:16])=O)=[CH:11][C:10]=1[N+:17]([O-:19])=[O:18].[CH3:21][N:22]([CH3:33])[CH2:23][CH2:24][CH:25]([C:27]1[CH:32]=[CH:31][CH:30]=[CH:29][CH:28]=1)[NH2:26], predict the reaction product. The product is: [Cl:20][C:6]1[CH:5]=[N:4][CH:3]=[C:2]([Cl:1])[C:7]=1[S:8][C:9]1[S:13][C:12]([C:14]([NH:26][CH:25]([C:27]2[CH:28]=[CH:29][CH:30]=[CH:31][CH:32]=2)[CH2:24][CH2:23][N:22]([CH3:33])[CH3:21])=[O:16])=[CH:11][C:10]=1[N+:17]([O-:19])=[O:18]. (3) Given the reactants [C:1]1([CH3:26])[CH:6]=[CH:5][C:4]([N:7]2[C:11]([NH:12][C:13](=[O:21])OC3C=CC=CC=3)=[CH:10][C:9]([C:22]([F:25])([F:24])[F:23])=[N:8]2)=[CH:3][CH:2]=1.[CH3:27][O:28][C:29]1[CH:30]=[C:31]2[C:36](=[CH:37][C:38]=1[O:39][CH3:40])[N:35]=[CH:34][N:33]=[C:32]2[S:41][C:42]1[CH:43]=[C:44]([CH:46]=[CH:47][CH:48]=1)[NH2:45], predict the reaction product. The product is: [CH3:27][O:28][C:29]1[CH:30]=[C:31]2[C:36](=[CH:37][C:38]=1[O:39][CH3:40])[N:35]=[CH:34][N:33]=[C:32]2[S:41][C:42]1[CH:43]=[C:44]([NH:45][C:13]([NH:12][C:11]2[N:7]([C:4]3[CH:3]=[CH:2][C:1]([CH3:26])=[CH:6][CH:5]=3)[N:8]=[C:9]([C:22]([F:23])([F:24])[F:25])[CH:10]=2)=[O:21])[CH:46]=[CH:47][CH:48]=1. (4) Given the reactants [Cl:1][C:2]1[CH:8]=[CH:7][C:5]([NH2:6])=[CH:4][C:3]=1B1OC(C)(C)C(C)(C)O1.Br[C:19]1[CH:24]=[CH:23][CH:22]=[CH:21][N:20]=1.C(=O)(O)[O-].[Na+], predict the reaction product. The product is: [Cl:1][C:2]1[CH:8]=[CH:7][C:5]([NH2:6])=[CH:4][C:3]=1[C:19]1[CH:24]=[CH:23][CH:22]=[CH:21][N:20]=1. (5) Given the reactants C([O:3][C:4](=[O:33])[CH:5]([O:30][CH2:31][CH3:32])[CH2:6][C:7]1[CH:12]=[CH:11][C:10]([O:13][CH2:14][CH2:15][C:16]2[S:20][C:19]([C:21]3[CH:26]=[CH:25][CH:24]=[CH:23][C:22]=3[Cl:27])=[N:18][C:17]=2[CH3:28])=[CH:9][C:8]=1[CH3:29])C.[Li+].[OH-], predict the reaction product. The product is: [Cl:27][C:22]1[CH:23]=[CH:24][CH:25]=[CH:26][C:21]=1[C:19]1[S:20][C:16]([CH2:15][CH2:14][O:13][C:10]2[CH:11]=[CH:12][C:7]([CH2:6][CH:5]([O:30][CH2:31][CH3:32])[C:4]([OH:33])=[O:3])=[C:8]([CH3:29])[CH:9]=2)=[C:17]([CH3:28])[N:18]=1.